The task is: Predict the product of the given reaction.. This data is from Forward reaction prediction with 1.9M reactions from USPTO patents (1976-2016). Given the reactants CS([C:4]1[N:9]=[CH:8][C:7]2=[CH:10][CH:11]=[C:12]([C:13]3[CH:14]=[C:15]([CH:23]=[CH:24][CH:25]=3)[CH2:16][N:17]([CH3:22])[S:18]([CH3:21])(=[O:20])=[O:19])[N:6]2[N:5]=1)=O.[NH2:26][C:27]1[CH:35]=[C:34]2[C:30]([C:31]([CH3:38])([CH3:37])[C:32](=[O:36])[NH:33]2)=[CH:29][CH:28]=1, predict the reaction product. The product is: [CH3:37][C:31]1([CH3:38])[C:30]2[C:34](=[CH:35][C:27]([NH:26][C:4]3[N:9]=[CH:8][C:7]4=[CH:10][CH:11]=[C:12]([C:13]5[CH:14]=[C:15]([CH:23]=[CH:24][CH:25]=5)[CH2:16][N:17]([CH3:22])[S:18]([CH3:21])(=[O:20])=[O:19])[N:6]4[N:5]=3)=[CH:28][CH:29]=2)[NH:33][C:32]1=[O:36].